Dataset: Forward reaction prediction with 1.9M reactions from USPTO patents (1976-2016). Task: Predict the product of the given reaction. (1) Given the reactants [CH3:1][C:2]1([CH3:10])[O:6][CH:5]([C:7]([O-:9])=O)[CH2:4][O:3]1.[K+].Cl.[Cl:13][C:14]1[CH:15]=[C:16]2[C:20](=[CH:21][CH:22]=1)[NH:19][C:18]([C:23]([NH:25][C@@H:26]1[CH2:34][C:33]3[C:28](=[CH:29][CH:30]=[CH:31][CH:32]=3)[C@H:27]1[NH:35][CH3:36])=[O:24])=[CH:17]2.CCN(C(C)C)C(C)C.C1C=CC2N(O)N=NC=2C=1.CCN=C=NCCCN(C)C, predict the reaction product. The product is: [Cl:13][C:14]1[CH:15]=[C:16]2[C:20](=[CH:21][CH:22]=1)[NH:19][C:18]([C:23]([NH:25][C@@H:26]1[CH2:34][C:33]3[C:28](=[CH:29][CH:30]=[CH:31][CH:32]=3)[C@H:27]1[N:35]([C:7]([C@@H:5]1[CH2:4][O:3][C:2]([CH3:1])([CH3:10])[O:6]1)=[O:9])[CH3:36])=[O:24])=[CH:17]2. (2) Given the reactants Cl[C:2]1[C:11]2[C:6](=[C:7]([C:15]([N:17]([CH3:19])[CH3:18])=[O:16])[CH:8]=[C:9]([N+:12]([O-:14])=[O:13])[CH:10]=2)[N:5]=[CH:4][C:3]=1[C:20]#[N:21].[Cl:22][C:23]1[CH:24]=[C:25]([CH:27]=[CH:28][CH:29]=1)[NH2:26], predict the reaction product. The product is: [Cl:22][C:23]1[CH:24]=[C:25]([NH:26][C:2]2[C:11]3[C:6](=[C:7]([C:15]([N:17]([CH3:19])[CH3:18])=[O:16])[CH:8]=[C:9]([N+:12]([O-:14])=[O:13])[CH:10]=3)[N:5]=[CH:4][C:3]=2[C:20]#[N:21])[CH:27]=[CH:28][CH:29]=1. (3) Given the reactants [CH:1]([C:4]1[CH:9]=[CH:8][CH:7]=[C:6]([CH3:10])[C:5]=1[NH2:11])([CH3:3])[CH3:2].[Br:12]Br, predict the reaction product. The product is: [Br:12][C:8]1[CH:7]=[C:6]([CH3:10])[C:5]([NH2:11])=[C:4]([CH:1]([CH3:3])[CH3:2])[CH:9]=1.